From a dataset of Full USPTO retrosynthesis dataset with 1.9M reactions from patents (1976-2016). Predict the reactants needed to synthesize the given product. (1) Given the product [CH3:1][O:2][C:3](=[O:15])[C:4]1[CH:9]=[C:8]([CH2:10][N:16]([C:17]([O:19][C:20]([CH3:23])([CH3:22])[CH3:21])=[O:18])[C:24]([O:26][C:27]([CH3:28])([CH3:29])[CH3:30])=[O:25])[CH:7]=[CH:6][C:5]=1[N+:12]([O-:14])=[O:13], predict the reactants needed to synthesize it. The reactants are: [CH3:1][O:2][C:3](=[O:15])[C:4]1[CH:9]=[C:8]([CH2:10]Br)[CH:7]=[CH:6][C:5]=1[N+:12]([O-:14])=[O:13].[NH:16]([C:24]([O:26][C:27]([CH3:30])([CH3:29])[CH3:28])=[O:25])[C:17]([O:19][C:20]([CH3:23])([CH3:22])[CH3:21])=[O:18].C(=O)([O-])[O-].[Cs+].[Cs+].O. (2) Given the product [NH4+:11].[OH-:4].[Cl:12][CH2:13][CH2:14][O:15][C:16]1[CH:21]=[CH:20][C:19]([NH2:22])=[CH:18][CH:17]=1, predict the reactants needed to synthesize it. The reactants are: ClCC[O:4]C1C=CC([NH2:11])=CC=1.[Cl:12][CH2:13][CH2:14][O:15][C:16]1[CH:21]=[CH:20][C:19]([N+:22]([O-])=O)=[CH:18][CH:17]=1.O.O.Cl[Sn]Cl. (3) Given the product [CH3:20][C:12]1([CH3:21])[CH2:11][CH:10]([C:7]2[N:8]=[CH:9][C:4]([NH2:1])=[CH:5][CH:6]=2)[CH2:15][C:14]([CH3:16])([CH3:17])[S:13]1(=[O:19])=[O:18], predict the reactants needed to synthesize it. The reactants are: [N+:1]([C:4]1[CH:5]=[CH:6][C:7]([C:10]2[CH2:11][C:12]([CH3:21])([CH3:20])[S:13](=[O:19])(=[O:18])[C:14]([CH3:17])([CH3:16])[CH:15]=2)=[N:8][CH:9]=1)([O-])=O.